From a dataset of Rat liver microsome stability data. Regression/Classification. Given a drug SMILES string, predict its absorption, distribution, metabolism, or excretion properties. Task type varies by dataset: regression for continuous measurements (e.g., permeability, clearance, half-life) or binary classification for categorical outcomes (e.g., BBB penetration, CYP inhibition). Dataset: rlm. The molecule is O=C(Nc1ccccc1O)c1ccc(NC(=O)C2CC2)cc1. The result is 0 (unstable in rat liver microsomes).